Dataset: Tyrosyl-DNA phosphodiesterase HTS with 341,365 compounds. Task: Binary Classification. Given a drug SMILES string, predict its activity (active/inactive) in a high-throughput screening assay against a specified biological target. (1) The drug is S(c1nc(=O)n(c2CCCCc12)CCCN(C)C)CC(=O)Nc1cc2OCOc2cc1. The result is 0 (inactive). (2) The compound is OC12C(CC3C(O)(c4c(C(O)=C3C1=O)c(O)ccc4)C)C(N(C)C)C(=O)C(=C2O)C(=O)NCN1CCCC1. The result is 1 (active).